From a dataset of Peptide-MHC class II binding affinity with 134,281 pairs from IEDB. Regression. Given a peptide amino acid sequence and an MHC pseudo amino acid sequence, predict their binding affinity value. This is MHC class II binding data. (1) The peptide sequence is EHGSDEWVAMTKGEG. The MHC is HLA-DQA10301-DQB10302 with pseudo-sequence HLA-DQA10301-DQB10302. The binding affinity (normalized) is 0.363. (2) The MHC is HLA-DQA10501-DQB10201 with pseudo-sequence HLA-DQA10501-DQB10201. The peptide sequence is ACILDGDNLFPKV. The binding affinity (normalized) is 0.360.